From a dataset of Catalyst prediction with 721,799 reactions and 888 catalyst types from USPTO. Predict which catalyst facilitates the given reaction. Reactant: [N+:1]([C:4]1[CH:5]=[CH:6][CH:7]=[C:8]2[C:13]=1[N:12]=[C:11]([C:14]([F:17])([F:16])[F:15])[NH:10][C:9]2=O)([O-:3])=[O:2].P(Cl)(Cl)(Cl)(Cl)[Cl:20]. Product: [Cl:20][C:9]1[C:8]2[C:13](=[C:4]([N+:1]([O-:3])=[O:2])[CH:5]=[CH:6][CH:7]=2)[N:12]=[C:11]([C:14]([F:17])([F:16])[F:15])[N:10]=1. The catalyst class is: 265.